From a dataset of Forward reaction prediction with 1.9M reactions from USPTO patents (1976-2016). Predict the product of the given reaction. (1) Given the reactants [NH2:1][C:2]1[C:3]([C:16]2[CH:28]=[CH:27][C:19]([C:20]([O:22]C(C)(C)C)=[O:21])=[C:18]([F:29])[CH:17]=2)=[N:4][C:5]([C@@H:8]2[CH2:13][CH2:12][C@@H:11]([OH:14])[C@H:10]([F:15])[CH2:9]2)=[CH:6][N:7]=1.Cl.O1CCOCC1, predict the reaction product. The product is: [NH2:1][C:2]1[C:3]([C:16]2[CH:28]=[CH:27][C:19]([C:20]([OH:22])=[O:21])=[C:18]([F:29])[CH:17]=2)=[N:4][C:5]([C@@H:8]2[CH2:13][CH2:12][C@@H:11]([OH:14])[C@H:10]([F:15])[CH2:9]2)=[CH:6][N:7]=1. (2) Given the reactants [C:1]([C:3]1[N:8]=[CH:7][C:6]([NH:9][C@@H:10]2[CH2:15][CH2:14][CH2:13][CH2:12][C@@H:11]2[NH:16]C(=O)OC(C)(C)C)=[CH:5][C:4]=1[NH:24][C:25]1[CH:26]=[N:27][N:28]([CH3:30])[CH:29]=1)#[N:2].C(O)(C(F)(F)F)=O, predict the reaction product. The product is: [NH2:16][C@H:11]1[CH2:12][CH2:13][CH2:14][CH2:15][C@H:10]1[NH:9][C:6]1[CH:5]=[C:4]([NH:24][C:25]2[CH:26]=[N:27][N:28]([CH3:30])[CH:29]=2)[C:3]([C:1]#[N:2])=[N:8][CH:7]=1. (3) Given the reactants [Cl:1][C:2]1[CH:11]=[C:6]([C:7]([O:9][CH3:10])=[O:8])[C:5]([OH:12])=[CH:4][CH:3]=1.[CH3:13][S:14][CH2:15][CH2:16]Cl.C([O-])([O-])=O.[K+].[K+], predict the reaction product. The product is: [Cl:1][C:2]1[CH:3]=[CH:4][C:5]([O:12][CH2:16][CH2:15][S:14][CH3:13])=[C:6]([CH:11]=1)[C:7]([O:9][CH3:10])=[O:8]. (4) Given the reactants [NH2:1][C:2]1[C:3](Cl)=[CH:4][C:5]([O:8][CH2:9][C@@H:10]([NH:12][C:13](=[O:15])[CH3:14])[CH3:11])=[N:6][CH:7]=1.C([O:24][C:25]1[CH:26]=[CH:27][C:28]([C:31](O)=[O:32])=[N:29][CH:30]=1)C1C=CC=CC=1.C(N(C(C)C)CC)(C)C.CN(C(ON1N=NC2C=CC=NC1=2)=[N+](C)C)C.F[P-](F)(F)(F)(F)F, predict the reaction product. The product is: [OH:24][C:25]1[CH:26]=[CH:27][C:28]([C:31]2[O:32][C:3]3[CH:4]=[C:5]([O:8][CH2:9][C@@H:10]([NH:12][C:13](=[O:15])[CH3:14])[CH3:11])[N:6]=[CH:7][C:2]=3[N:1]=2)=[N:29][CH:30]=1. (5) Given the reactants [C:1]([O:5][C:6]([N:8]1[CH2:13][CH2:12][CH:11]([C:14]([C:16]2[CH:21]=[C:20]([Cl:22])[CH:19]=[CH:18][C:17]=2[CH2:23][OH:24])=[O:15])[CH2:10][CH2:9]1)=[O:7])([CH3:4])([CH3:3])[CH3:2].CC(OI1(OC(C)=O)(OC(C)=O)OC(=O)C2C=CC=CC1=2)=O, predict the reaction product. The product is: [C:1]([O:5][C:6]([N:8]1[CH2:9][CH2:10][CH:11]([C:14]([C:16]2[CH:21]=[C:20]([Cl:22])[CH:19]=[CH:18][C:17]=2[CH:23]=[O:24])=[O:15])[CH2:12][CH2:13]1)=[O:7])([CH3:4])([CH3:2])[CH3:3]. (6) Given the reactants [O:1]1[CH:5]=[CH:4][CH:3]=[C:2]1[C:6]1[CH:7]=[C:8]([CH2:12][CH2:13][C:14]2[N:15]=[C:16]([N:21]=[CH:22][N:23]([CH3:25])[CH3:24])[NH:17][C:18](=[O:20])[CH:19]=2)[CH:9]=[CH:10][CH:11]=1.C(=O)([O-])[O-].[K+].[K+].Br[CH2:33][CH2:34][CH:35]([CH3:37])[CH3:36], predict the reaction product. The product is: [O:1]1[CH:5]=[CH:4][CH:3]=[C:2]1[C:6]1[CH:7]=[C:8]([CH2:12][CH2:13][C:14]2[CH:19]=[C:18]([O:20][CH2:33][CH2:34][CH:35]([CH3:37])[CH3:36])[N:17]=[C:16]([N:21]=[CH:22][N:23]([CH3:25])[CH3:24])[N:15]=2)[CH:9]=[CH:10][CH:11]=1.